From a dataset of Catalyst prediction with 721,799 reactions and 888 catalyst types from USPTO. Predict which catalyst facilitates the given reaction. (1) Product: [CH3:1][Si:2]([CH3:23])([CH3:22])[CH2:3][CH2:4][O:5][C:6]([N:8]1[CH2:13][CH2:12][CH:11]([C:14]2[CH:19]=[CH:18][CH:17]=[C:16]([CH2:20][NH:21][C:24]([O:27][C:11]([CH3:14])([CH3:12])[CH3:10])=[O:25])[CH:15]=2)[CH2:10][CH2:9]1)=[O:7]. The catalyst class is: 4. Reactant: [CH3:1][Si:2]([CH3:23])([CH3:22])[CH2:3][CH2:4][O:5][C:6]([N:8]1[CH2:13][CH2:12][CH:11]([C:14]2[CH:19]=[CH:18][CH:17]=[C:16]([CH2:20][NH2:21])[CH:15]=2)[CH2:10][CH2:9]1)=[O:7].[C:24]([O-:27])(O)=[O:25].[Na+]. (2) Reactant: C(OC(=O)[N:7]([CH2:38][C:39]1[CH:44]=[CH:43][CH:42]=[CH:41][C:40]=1[Cl:45])[C:8]1[CH:13]=[CH:12][C:11]([CH:14](O)[C:15]2[C:23]3[C:18](=[N:19][CH:20]=[C:21]([O:24][CH3:25])[CH:22]=3)[N:17]([Si](C(C)C)(C(C)C)C(C)C)[CH:16]=2)=[C:10]([F:37])[N:9]=1)(C)(C)C.C([SiH](CC)CC)C.FC(F)(F)C(O)=O.C(=O)([O-])[O-].[K+].[K+]. Product: [Cl:45][C:40]1[CH:41]=[CH:42][CH:43]=[CH:44][C:39]=1[CH2:38][NH:7][C:8]1[CH:13]=[CH:12][C:11]([CH2:14][C:15]2[C:23]3[C:18](=[N:19][CH:20]=[C:21]([O:24][CH3:25])[CH:22]=3)[NH:17][CH:16]=2)=[C:10]([F:37])[N:9]=1. The catalyst class is: 4.